Predict which catalyst facilitates the given reaction. From a dataset of Catalyst prediction with 721,799 reactions and 888 catalyst types from USPTO. (1) Reactant: [CH3:1][CH:2]([C:4]([O:6][C:7]1[CH:8]=[CH:9][C:10]([CH2:29][OH:30])=[CH:11][C:12]=1[C@@H:13]([C:23]1[CH:24]=[CH:25][CH:26]=[CH:27][CH:28]=1)[CH2:14][CH2:15][N:16]([CH:20]([CH3:22])[CH3:21])[CH:17]([CH3:19])[CH3:18])=[O:5])[CH3:3].C([O-])(=O)C(C1C=CC=CC=1)O.C(=O)(O)[O-].[Na+]. Product: [CH3:3][CH:2]([C:4]([O:6][C:7]1[CH:8]=[CH:9][C:10]([CH2:29][OH:30])=[CH:11][C:12]=1[C@@H:13]([C:23]1[CH:28]=[CH:27][CH:26]=[CH:25][CH:24]=1)[CH2:14][CH2:15][N:16]([CH:20]([CH3:21])[CH3:22])[CH:17]([CH3:18])[CH3:19])=[O:5])[CH3:1]. The catalyst class is: 2. (2) Reactant: [CH:1]1([C:4]2[C:5]([N:24]([CH2:29][CH2:30][CH2:31][CH2:32][OH:33])[S:25]([CH3:28])(=[O:27])=[O:26])=[CH:6][C:7]3[O:11][C:10]([C:12]4[CH:17]=[CH:16][C:15]([F:18])=[CH:14][CH:13]=4)=[C:9]([C:19](=[NH:22])[NH:20][OH:21])[C:8]=3[CH:23]=2)[CH2:3][CH2:2]1.[CH:34](=O)[CH3:35].Cl. Product: [CH:1]1([C:4]2[C:5]([N:24]([CH2:29][CH2:30][CH2:31][CH2:32][OH:33])[S:25]([CH3:28])(=[O:26])=[O:27])=[CH:6][C:7]3[O:11][C:10]([C:12]4[CH:13]=[CH:14][C:15]([F:18])=[CH:16][CH:17]=4)=[C:9]([C:19]4[NH:22][CH:34]([CH3:35])[O:21][N:20]=4)[C:8]=3[CH:23]=2)[CH2:2][CH2:3]1. The catalyst class is: 815. (3) Reactant: [C:1]([O:5][C:6]([N:8]1[CH2:13][CH2:12][CH:11]([O:14][C:15]2[CH:20]=[C:19]([NH2:21])[CH:18]=[CH:17][N:16]=2)[CH2:10][CH2:9]1)=[O:7])([CH3:4])([CH3:3])[CH3:2].ClC(Cl)(Cl)C[O:25][C:26](=O)[NH:27][C:28]1[N:29]([C:37]2[CH:42]=[CH:41][C:40]([CH3:43])=[CH:39][CH:38]=2)[N:30]=[C:31]([C:33]([CH3:36])([CH3:35])[CH3:34])[CH:32]=1.C(N(C(C)C)CC)(C)C. Product: [C:1]([O:5][C:6]([N:8]1[CH2:13][CH2:12][CH:11]([O:14][C:15]2[CH:20]=[C:19]([NH:21][C:26]([NH:27][C:28]3[N:29]([C:37]4[CH:42]=[CH:41][C:40]([CH3:43])=[CH:39][CH:38]=4)[N:30]=[C:31]([C:33]([CH3:36])([CH3:35])[CH3:34])[CH:32]=3)=[O:25])[CH:18]=[CH:17][N:16]=2)[CH2:10][CH2:9]1)=[O:7])([CH3:4])([CH3:2])[CH3:3]. The catalyst class is: 16. (4) Reactant: C([N:8]1[CH:12]=[C:11]([C:13]2[CH:14]=[C:15]3[C:20](=[CH:21][CH:22]=2)[N:19]([C:23](=[O:25])[CH3:24])[C@@H:18]([CH:26]2[CH2:28][CH2:27]2)[C@H:17]([CH3:29])[C@H:16]3[NH:30][C:31]2[N:36]=[C:35]([CH3:37])[CH:34]=[CH:33][N:32]=2)[CH:10]=[N:9]1)C1C=CC=CC=1.C(O)=O. Product: [CH:26]1([C@H:18]2[C@H:17]([CH3:29])[C@@H:16]([NH:30][C:31]3[N:36]=[C:35]([CH3:37])[CH:34]=[CH:33][N:32]=3)[C:15]3[C:20](=[CH:21][CH:22]=[C:13]([C:11]4[CH:12]=[N:8][NH:9][CH:10]=4)[CH:14]=3)[N:19]2[C:23](=[O:25])[CH3:24])[CH2:28][CH2:27]1. The catalyst class is: 29. (5) Reactant: [O:1]1[CH2:6][CH2:5][N:4]([C:7]2[CH:12]=[C:11]3[N:13](C(=O)C)[CH2:14][C:15]4([CH2:20][CH2:19][O:18][CH2:17][CH2:16]4)[C:10]3=[CH:9][CH:8]=2)[CH2:3][CH2:2]1.Cl. Product: [O:1]1[CH2:2][CH2:3][N:4]([C:7]2[CH:12]=[C:11]3[NH:13][CH2:14][C:15]4([CH2:20][CH2:19][O:18][CH2:17][CH2:16]4)[C:10]3=[CH:9][CH:8]=2)[CH2:5][CH2:6]1. The catalyst class is: 10. (6) Product: [CH2:1]([O:8][C:9]1[CH:10]=[CH:11][C:12]([C:15]2[N:20]=[CH:19][N:18]=[C:17]([NH:21][C@H:22]([C:30]([O:32][CH3:33])=[O:31])[CH2:23][C:24]3[CH:25]=[CH:26][CH:27]=[CH:28][CH:29]=3)[C:16]=2[CH2:34][OH:35])=[CH:13][CH:14]=1)[C:2]1[CH:7]=[CH:6][CH:5]=[CH:4][CH:3]=1. Reactant: [CH2:1]([O:8][C:9]1[CH:14]=[CH:13][C:12]([C:15]2[N:20]=[CH:19][N:18]=[C:17]([NH:21][C@H:22]([C:30]([O:32][CH3:33])=[O:31])[CH2:23][C:24]3[CH:29]=[CH:28][CH:27]=[CH:26][CH:25]=3)[C:16]=2[CH:34]=[O:35])=[CH:11][CH:10]=1)[C:2]1[CH:7]=[CH:6][CH:5]=[CH:4][CH:3]=1.[BH4-].[Na+]. The catalyst class is: 5. (7) Reactant: [CH3:1][N:2]([CH3:16])[C:3]1[C:8]([C:9]([F:12])([F:11])[F:10])=[CH:7][C:6]([N+:13]([O-])=O)=[CH:5][N:4]=1. Product: [CH3:1][N:2]([CH3:16])[C:3]1[C:8]([C:9]([F:12])([F:11])[F:10])=[CH:7][C:6]([NH2:13])=[CH:5][N:4]=1. The catalyst class is: 19. (8) Reactant: C[O:2][C:3](=[O:28])[C:4]1[CH:9]=[CH:8][CH:7]=[CH:6][C:5]=1[NH:10][C:11]1[CH:16]=[CH:15][C:14]([CH2:17][CH2:18][CH2:19][C:20]2[CH:25]=[CH:24][C:23]([Cl:26])=[C:22]([Cl:27])[CH:21]=2)=[CH:13][CH:12]=1.[OH-].[Na+]. Product: [Cl:27][C:22]1[CH:21]=[C:20]([CH2:19][CH2:18][CH2:17][C:14]2[CH:15]=[CH:16][C:11]([NH:10][C:5]3[CH:6]=[CH:7][CH:8]=[CH:9][C:4]=3[C:3]([OH:28])=[O:2])=[CH:12][CH:13]=2)[CH:25]=[CH:24][C:23]=1[Cl:26]. The catalyst class is: 301. (9) Reactant: Cl.Cl.[CH3:3][N:4]1[CH2:13][C@@H:12]([C:14]2[CH:23]=[CH:22][C:21]3[C:16](=[CH:17][CH:18]=[CH:19][CH:20]=3)[CH:15]=2)[C:11]2[C:6](=[CH:7][C:8]([C:24]3[N:29]=[N:28][C:27]([NH2:30])=[CH:26][CH:25]=3)=[CH:9][CH:10]=2)[CH2:5]1. Product: [CH3:3][N:4]1[CH2:13][C@@H:12]([C:14]2[CH:23]=[CH:22][C:21]3[C:16](=[CH:17][CH:18]=[CH:19][CH:20]=3)[CH:15]=2)[C:11]2[C:6](=[CH:7][C:8]([C:24]3[N:29]=[N:28][C:27]([NH2:30])=[CH:26][CH:25]=3)=[CH:9][CH:10]=2)[CH2:5]1. The catalyst class is: 24.